Predict the reactants needed to synthesize the given product. From a dataset of Full USPTO retrosynthesis dataset with 1.9M reactions from patents (1976-2016). (1) Given the product [N:1]([CH2:4][C@H:5]1[CH2:10][NH:9][C:8]2[CH:11]=[CH:12][CH:13]=[C:14]([C:21]3[CH:22]=[CH:23][C:18]([O:17][CH3:16])=[CH:19][C:20]=3[CH3:27])[C:7]=2[O:6]1)=[N+:2]=[N-:3], predict the reactants needed to synthesize it. The reactants are: [N:1]([CH2:4][C@@H:5]1[CH2:10][NH:9][C:8]2[CH:11]=[CH:12][CH:13]=[C:14](Br)[C:7]=2[O:6]1)=[N+:2]=[N-:3].[CH3:16][O:17][C:18]1[CH:23]=[CH:22][C:21](B(O)O)=[C:20]([CH3:27])[CH:19]=1. (2) The reactants are: [CH2:1]([O:3][C:4](=[O:29])[CH2:5][C:6]1[CH:11]=[CH:10][C:9]([O:12][CH3:13])=[C:8]([O:14][C:15]2[CH:20]=[CH:19][C:18]([NH2:21])=[CH:17][C:16]=2[CH2:22][N:23]2[CH2:27][CH2:26][O:25][C:24]2=[O:28])[CH:7]=1)[CH3:2].[F:30][C:31]([F:46])([F:45])[C:32]1[CH:33]=[C:34]([CH:38]=[C:39]([C:41]([F:44])([F:43])[F:42])[CH:40]=1)[C:35](Cl)=[O:36]. Given the product [CH2:1]([O:3][C:4](=[O:29])[CH2:5][C:6]1[CH:11]=[CH:10][C:9]([O:12][CH3:13])=[C:8]([O:14][C:15]2[CH:20]=[CH:19][C:18]([NH:21][C:35](=[O:36])[C:34]3[CH:38]=[C:39]([C:41]([F:42])([F:43])[F:44])[CH:40]=[C:32]([C:31]([F:30])([F:45])[F:46])[CH:33]=3)=[CH:17][C:16]=2[CH2:22][N:23]2[CH2:27][CH2:26][O:25][C:24]2=[O:28])[CH:7]=1)[CH3:2], predict the reactants needed to synthesize it. (3) Given the product [Cl:1][C:2]1[N:7]=[C:6]([NH:8][CH:9]2[CH2:14][CH2:13][CH2:12][CH2:11][CH2:10]2)[CH:5]=[C:4]([C:15]2[C:23]3[C:18](=[N:19][CH:20]=[CH:21][C:22]=3[Cl:24])[NH:17][CH:16]=2)[CH:3]=1, predict the reactants needed to synthesize it. The reactants are: [Cl:1][C:2]1[N:7]=[C:6]([NH:8][CH:9]2[CH2:14][CH2:13][CH2:12][CH2:11][CH2:10]2)[CH:5]=[C:4]([C:15]2[C:23]3[C:18](=[N:19][CH:20]=[CH:21][C:22]=3[Cl:24])[N:17](S(C3C=CC=CC=3)(=O)=O)[CH:16]=2)[CH:3]=1.CO.[OH-].[Li+]. (4) The reactants are: FC(F)(F)C(O)=O.[NH2:8][C:9]1[NH:13][C:12]2[CH:14]=[CH:15][C:16]([O:18][S:19]([C:22]3[CH:27]=[CH:26][C:25]([F:28])=[CH:24][CH:23]=3)(=[O:21])=[O:20])=[CH:17][C:11]=2[N:10]=1.[CH:29]1([C:32](Cl)=[O:33])[CH2:31][CH2:30]1.C(N(CC)CC)C. Given the product [NH2:8][C:9]1[N:10]([C:32]([CH:29]2[CH2:31][CH2:30]2)=[O:33])[C:11]2[CH:17]=[C:16]([O:18][S:19]([C:22]3[CH:27]=[CH:26][C:25]([F:28])=[CH:24][CH:23]=3)(=[O:20])=[O:21])[CH:15]=[CH:14][C:12]=2[N:13]=1, predict the reactants needed to synthesize it. (5) Given the product [CH3:7][O:8][C:9](=[O:18])[C:10]1[CH:15]=[C:14]([C:1]#[N:2])[CH:13]=[CH:12][C:11]=1[CH3:17], predict the reactants needed to synthesize it. The reactants are: [C:1]([Cu])#[N:2].[C-]#N.[Na+].[CH3:7][O:8][C:9](=[O:18])[C:10]1[CH:15]=[C:14](N)[CH:13]=[CH:12][C:11]=1[CH3:17].N([O-])=O.[Na+].[C-]#N.[Na+].C([Cu])#N. (6) Given the product [O:11]=[C:10]1[N:9]([S:6]([Cl:5])(=[O:8])=[O:7])[CH2:2][CH2:3][O:4]1, predict the reactants needed to synthesize it. The reactants are: Br[CH2:2][CH2:3][OH:4].[Cl:5][S:6]([N:9]=[C:10]=[O:11])(=[O:8])=[O:7]. (7) Given the product [CH2:1]([N:3]1[CH:7]=[C:6]([C:8]2[CH:13]=[CH:12][C:11]([F:14])=[C:10]([CH3:15])[CH:9]=2)[N:5]=[C:4]1[CH2:16][C:17]([N:32]1[CH2:33][CH2:34][N:29]([C:35]2[N:36]=[CH:37][CH:38]=[CH:39][N:40]=2)[CH2:30][CH2:31]1)=[O:19])[CH3:2], predict the reactants needed to synthesize it. The reactants are: [CH2:1]([N:3]1[CH:7]=[C:6]([C:8]2[CH:13]=[CH:12][C:11]([F:14])=[C:10]([CH3:15])[CH:9]=2)[N:5]=[C:4]1[CH2:16][C:17]([OH:19])=O)[CH3:2].CCN(C(C)C)C(C)C.[N:29]1([C:35]2[N:40]=[CH:39][CH:38]=[CH:37][N:36]=2)[CH2:34][CH2:33][NH:32][CH2:31][CH2:30]1.C(=O)([O-])[O-].[K+].[K+]. (8) The reactants are: [CH2:1]([O:7][C:8](=[O:21])[C:9]([CH2:11][C:12]([O:14]CCCCCC)=O)=[CH2:10])[CH2:2][CH2:3][CH2:4][CH2:5][CH3:6].[CH2:22]([CH:24]([CH2:27][CH2:28][CH2:29][CH3:30])[CH2:25][NH2:26])[CH3:23]. Given the product [CH2:1]([O:7][C:8]([CH:9]1[CH2:11][C:12](=[O:14])[N:26]([CH2:25][CH:24]([CH2:22][CH3:23])[CH2:27][CH2:28][CH2:29][CH3:30])[CH2:10]1)=[O:21])[CH2:2][CH2:3][CH2:4][CH2:5][CH3:6], predict the reactants needed to synthesize it. (9) Given the product [C:17]1([C:23]2[N:16]=[C:14]([NH:13][C:10]3[CH:9]=[CH:8][C:7]([N:5]4[CH:6]=[C:2]([CH3:1])[N:3]=[CH:4]4)=[CH:12][CH:11]=3)[S:15][C:25]=2[C:26]2[CH:27]=[CH:28][CH:29]=[CH:30][CH:31]=2)[CH:22]=[CH:21][CH:20]=[CH:19][CH:18]=1, predict the reactants needed to synthesize it. The reactants are: [CH3:1][C:2]1[N:3]=[CH:4][N:5]([C:7]2[CH:12]=[CH:11][C:10]([NH:13][C:14]([NH2:16])=[S:15])=[CH:9][CH:8]=2)[CH:6]=1.[C:17]1([C:23]([CH:25](Br)[C:26]2[CH:31]=[CH:30][CH:29]=[CH:28][CH:27]=2)=O)[CH:22]=[CH:21][CH:20]=[CH:19][CH:18]=1.